This data is from Forward reaction prediction with 1.9M reactions from USPTO patents (1976-2016). The task is: Predict the product of the given reaction. (1) The product is: [OH:27][C:24]1([CH2:28][CH2:29][N:30]2[CH2:35][CH2:34][C@H:33]([OH:36])[C@@H:32]([CH3:37])[CH2:31]2)[CH2:25][CH2:26][CH:21]([NH:20][C:17]([C:11]2[NH:12][C:13]3[C:9]([CH:10]=2)=[C:8]([O:7][CH2:6][CH:3]2[CH2:4][CH2:5][O:1][CH2:2]2)[CH:16]=[CH:15][CH:14]=3)=[O:19])[CH2:22][CH2:23]1. Given the reactants [O:1]1[CH2:5][CH2:4][CH:3]([CH2:6][O:7][C:8]2[CH:16]=[CH:15][CH:14]=[C:13]3[C:9]=2[CH:10]=[C:11]([C:17]([OH:19])=O)[NH:12]3)[CH2:2]1.[NH2:20][CH:21]1[CH2:26][CH2:25][C:24]([CH2:28][CH2:29][N:30]2[CH2:35][CH2:34][C@H:33]([OH:36])[C@@H:32]([CH3:37])[CH2:31]2)([OH:27])[CH2:23][CH2:22]1, predict the reaction product. (2) Given the reactants I[C:2]1[CH:7]=[CH:6][C:5]([CH:8]([CH3:10])[CH3:9])=[CH:4][CH:3]=1.[CH2:11]([NH:13][C:14](=[O:25])[CH:15]([C:17]1[CH:22]=[CH:21][C:20]([C:23]#[CH:24])=[CH:19][CH:18]=1)[CH3:16])[CH3:12].CC(N)CC.O, predict the reaction product. The product is: [CH2:11]([NH:13][C:14](=[O:25])[CH:15]([C:17]1[CH:18]=[CH:19][C:20]([C:23]#[C:24][C:2]2[CH:7]=[CH:6][C:5]([CH:8]([CH3:10])[CH3:9])=[CH:4][CH:3]=2)=[CH:21][CH:22]=1)[CH3:16])[CH3:12]. (3) The product is: [CH3:1][O:2][C:3]1[CH:4]=[C:5]([C:9]2[CH:10]=[C:11]3[C:15](=[CH:16][CH:17]=2)[NH:14][N:13]=[C:12]3[C:24]2[CH:25]=[N:26][CH:27]=[C:28]([O:30][C@@H:31]3[CH2:36][CH2:35][CH2:34][NH:33][CH2:32]3)[N:29]=2)[CH:6]=[N:7][CH:8]=1. Given the reactants [CH3:1][O:2][C:3]1[CH:4]=[C:5]([C:9]2[CH:10]=[C:11]3[C:15](=[CH:16][CH:17]=2)[N:14](C2CCCCO2)[N:13]=[C:12]3[C:24]2[N:29]=[C:28]([O:30][C@@H:31]3[CH2:36][CH2:35][CH2:34][N:33](C(OC(C)(C)C)=O)[CH2:32]3)[CH:27]=[N:26][CH:25]=2)[CH:6]=[N:7][CH:8]=1.Cl, predict the reaction product. (4) The product is: [C:6]([N:8]([CH2:9][C:10]([OH:12])=[O:11])[CH3:13])([O:5][C:1]([CH3:3])([CH3:4])[CH3:2])=[O:7].[CH2:29]([N:36]1[C:48]2[C:47]3[CH:46]=[CH:45][CH:44]=[CH:43][C:42]=3[N:41]=[C:40]([C:6]([NH2:8])=[O:5])[C:39]=2[N:38]=[CH:37]1)[C:30]1[CH:35]=[CH:34][CH:33]=[CH:32][CH:31]=1. Given the reactants [C:1]([O:5][C:6]([N:8]([CH3:13])[CH2:9][C:10]([OH:12])=[O:11])=[O:7])([CH3:4])([CH3:3])[CH3:2].C1(N=C=NC2CCCCC2)CCCCC1.[CH2:29]([N:36]1[C:48]2[C:47]3[CH:46]=[CH:45][CH:44]=[CH:43][C:42]=3[N:41]=[C:40](N)[C:39]=2[N:38]=[CH:37]1)[C:30]1[CH:35]=[CH:34][CH:33]=[CH:32][CH:31]=1, predict the reaction product. (5) Given the reactants [H-].[Al+3].[Li+].[H-].[H-].[H-].[N+:7]([C:10]1[CH:15]=[CH:14][C:13]([C:16]2([C:22](OCC)=[O:23])[CH2:21][CH2:20][O:19][CH2:18][CH2:17]2)=[CH:12][CH:11]=1)([O-:9])=[O:8].O.O.O.O.O.O.O.O.O.O.S([O-])([O-])(=O)=O.[Na+].[Na+], predict the reaction product. The product is: [N+:7]([C:10]1[CH:15]=[CH:14][C:13]([C:16]2([CH2:22][OH:23])[CH2:21][CH2:20][O:19][CH2:18][CH2:17]2)=[CH:12][CH:11]=1)([O-:9])=[O:8]. (6) Given the reactants [CH3:1][O:2][C:3]1[CH:4]=[C:5]([CH:27]=[CH:28][C:29]=1[O:30][CH2:31][C:32]1[N:33]=[C:34]([C:38]2[CH:43]=[CH:42][CH:41]=[CH:40][CH:39]=2)[O:35][C:36]=1[CH3:37])[CH2:6][N:7]1[C:19]2[CH:18]=[CH:17][CH:16]=[C:15]([O:20][C@@H:21]([CH2:25][CH3:26])[C:22]([OH:24])=[O:23])[C:14]=2[C:13]2[C:8]1=[CH:9][CH:10]=[CH:11][CH:12]=2.C(C(CCCC)C([O-])=O)C.[Na+:54], predict the reaction product. The product is: [CH3:1][O:2][C:3]1[CH:4]=[C:5]([CH:27]=[CH:28][C:29]=1[O:30][CH2:31][C:32]1[N:33]=[C:34]([C:38]2[CH:43]=[CH:42][CH:41]=[CH:40][CH:39]=2)[O:35][C:36]=1[CH3:37])[CH2:6][N:7]1[C:19]2[CH:18]=[CH:17][CH:16]=[C:15]([O:20][C@@H:21]([CH2:25][CH3:26])[C:22]([O-:24])=[O:23])[C:14]=2[C:13]2[C:8]1=[CH:9][CH:10]=[CH:11][CH:12]=2.[Na+:54].